From a dataset of Peptide-MHC class I binding affinity with 185,985 pairs from IEDB/IMGT. Regression. Given a peptide amino acid sequence and an MHC pseudo amino acid sequence, predict their binding affinity value. This is MHC class I binding data. The peptide sequence is FLKNRFEAL. The MHC is BoLA-HD6 with pseudo-sequence BoLA-HD6. The binding affinity (normalized) is 0.382.